The task is: Predict the product of the given reaction.. This data is from Forward reaction prediction with 1.9M reactions from USPTO patents (1976-2016). (1) Given the reactants [OH:1][C:2]1[C:11]([CH3:12])=[C:10]2[C:5]([C:6](=[O:21])[C:7]([C:13]3[CH:18]=[CH:17][CH:16]=[CH:15][C:14]=3[O:19]C)=[CH:8][O:9]2)=[CH:4][CH:3]=1.B(Br)(Br)Br, predict the reaction product. The product is: [OH:1][C:2]1[C:11]([CH3:12])=[C:10]2[C:5]([C:6](=[O:21])[C:7]([C:13]3[CH:18]=[CH:17][CH:16]=[CH:15][C:14]=3[OH:19])=[CH:8][O:9]2)=[CH:4][CH:3]=1. (2) The product is: [N:4]1[CH2:1][CH2:3][CH2:7][C:5]=1[CH:6]=[C:14]([NH:15][CH2:16][CH3:17])[CH3:13]. Given the reactants [CH:1]([NH:4][CH:5]([CH3:7])[CH3:6])([CH3:3])C.[Li]CCCC.[CH3:13][C:14]1C[CH2:17][CH2:16][N:15]=1.C(OC(=O)C)C, predict the reaction product. (3) Given the reactants [O-]CC.[Na+].Cl([O-])(=O)(=O)=O.CN(C)[CH:12]=[C:13]([C:18]1[CH:23]=[CH:22][CH:21]=[CH:20][CH:19]=1)[CH:14]=[N+:15]([CH3:17])[CH3:16].Cl.[CH2:26]([O:28][C:29](=[O:33])CNC)[CH3:27], predict the reaction product. The product is: [CH3:16][N:15]1[CH:14]=[C:13]([C:18]2[CH:23]=[CH:22][CH:21]=[CH:20][CH:19]=2)[CH:12]=[C:17]1[C:29]([O:28][CH2:26][CH3:27])=[O:33]. (4) Given the reactants C([O:3][C:4](=[O:31])[CH2:5][CH2:6][C:7]1[CH:12]=[CH:11][CH:10]=[C:9]([O:13][CH2:14][CH:15]=[C:16]([C:24]2[CH:29]=[CH:28][C:27]([Br:30])=[CH:26][CH:25]=2)[C:17]2[CH:22]=[CH:21][C:20]([Br:23])=[CH:19][CH:18]=2)[CH:8]=1)C.C(O)C.O, predict the reaction product. The product is: [Br:23][C:20]1[CH:19]=[CH:18][C:17]([C:16]([C:24]2[CH:29]=[CH:28][C:27]([Br:30])=[CH:26][CH:25]=2)=[CH:15][CH2:14][O:13][C:9]2[CH:8]=[C:7]([CH2:6][CH2:5][C:4]([OH:31])=[O:3])[CH:12]=[CH:11][CH:10]=2)=[CH:22][CH:21]=1. (5) Given the reactants [CH3:1][C:2]([N:10]1[CH2:15][CH2:14][C:13]([NH:22][C:23]2[CH:28]=[CH:27][CH:26]=[CH:25][CH:24]=2)([C:16]2[S:17][CH:18]=[C:19]([CH3:21])[N:20]=2)[CH2:12][CH2:11]1)([C:4]1[CH:9]=[CH:8][CH:7]=[CH:6][CH:5]=1)[CH3:3].[C:29](Cl)(=[O:31])[CH3:30], predict the reaction product. The product is: [CH3:3][C:2]([N:10]1[CH2:15][CH2:14][C:13]([N:22]([C:23]2[CH:24]=[CH:25][CH:26]=[CH:27][CH:28]=2)[C:29](=[O:31])[CH3:30])([C:16]2[S:17][CH:18]=[C:19]([CH3:21])[N:20]=2)[CH2:12][CH2:11]1)([C:4]1[CH:5]=[CH:6][CH:7]=[CH:8][CH:9]=1)[CH3:1]. (6) Given the reactants [Cl:1][C:2]1[CH:23]=[CH:22][CH:21]=[CH:20][C:3]=1[O:4][C:5]1[CH2:9][N:8]([C@@H:10]([CH2:14][CH:15]([CH3:18])[CH2:16][CH3:17])[C:11]([OH:13])=O)[C:7](=[O:19])[CH:6]=1.[CH3:24][C:25]1([CH3:37])[O:29][C@H:28]([CH2:30][N:31]2[CH:35]=[CH:34][C:33]([NH2:36])=[N:32]2)[CH2:27][O:26]1.C(N(CC)C(C)C)(C)C.F[P-](F)(F)(F)(F)F.N1(O[P+](N(C)C)(N(C)C)N(C)C)C2C=CC=CC=2N=N1, predict the reaction product. The product is: [CH3:24][C:25]1([CH3:37])[O:29][C@H:28]([CH2:30][N:31]2[CH:35]=[CH:34][C:33]([NH:36][C:11](=[O:13])[C@@H:10]([N:8]3[CH2:9][C:5]([O:4][C:3]4[CH:20]=[CH:21][CH:22]=[CH:23][C:2]=4[Cl:1])=[CH:6][C:7]3=[O:19])[CH2:14][CH:15]([CH3:18])[CH2:16][CH3:17])=[N:32]2)[CH2:27][O:26]1.